From a dataset of Full USPTO retrosynthesis dataset with 1.9M reactions from patents (1976-2016). Predict the reactants needed to synthesize the given product. (1) Given the product [O:35]=[C:33]1[C:28]2([CH2:32][CH2:31][CH2:30][CH2:29]2)[NH:27][CH2:26][CH:25]([C:36]2[CH:37]=[CH:38][CH:39]=[CH:40][CH:41]=2)[CH2:24][N:23]1[CH2:22][C:17]1[CH:18]=[N:19][C:20]2[C:15]([CH:16]=1)=[CH:14][C:13]1[CH2:42][C@:3]3([CH2:11][C:12]=1[CH:21]=2)[C:4]1[C:5](=[N:6][CH:7]=[CH:8][CH:9]=1)[NH:10][C:2]3=[O:1], predict the reactants needed to synthesize it. The reactants are: [O:1]=[C:2]1[NH:10][C:5]2=[N:6][CH:7]=[CH:8][CH:9]=[C:4]2[C@:3]21[CH2:42][C:13]1[CH:14]=[C:15]3[C:20](=[CH:21][C:12]=1[CH2:11]2)[N:19]=[CH:18][C:17]([CH2:22][NH:23][CH2:24][CH:25]([C:36]1[CH:41]=[CH:40][CH:39]=[CH:38][CH:37]=1)[CH2:26][NH:27][C:28]1([C:33]([OH:35])=O)[CH2:32][CH2:31][CH2:30][CH2:29]1)=[CH:16]3.C1C=CC2N(O)N=NC=2C=1.CCN=C=NCCCN(C)C.C(N(CC)CC)C. (2) Given the product [Cl:1][C:2]1[CH:3]=[CH:4][C:5]([CH2:6][NH:7][C:8]([C:10]2[C:19](=[O:20])[C:18]3[C:13](=[N:14][C:15]([CH3:25])=[C:16]([CH2:21][CH2:22][CH2:23][OH:24])[CH:17]=3)[N:12]([CH3:26])[CH:11]=2)=[O:9])=[CH:27][CH:28]=1, predict the reactants needed to synthesize it. The reactants are: [Cl:1][C:2]1[CH:28]=[CH:27][C:5]([CH2:6][NH:7][C:8]([C:10]2[C:19](=[O:20])[C:18]3[C:13](=[N:14][C:15]([CH3:25])=[C:16]([C:21]#[C:22][CH2:23][OH:24])[CH:17]=3)[N:12]([CH3:26])[CH:11]=2)=[O:9])=[CH:4][CH:3]=1.